Dataset: Forward reaction prediction with 1.9M reactions from USPTO patents (1976-2016). Task: Predict the product of the given reaction. (1) Given the reactants [C:1]([O:5][C:6](=[O:15])[NH:7][CH:8]1[CH2:13][CH2:12][CH:11]([OH:14])[CH2:10][CH2:9]1)([CH3:4])([CH3:3])[CH3:2].C1C=C[NH+]=CC=1.[O-][Cr](Cl)(=O)=O, predict the reaction product. The product is: [O:14]=[C:11]1[CH2:10][CH2:9][CH:8]([NH:7][C:6](=[O:15])[O:5][C:1]([CH3:3])([CH3:2])[CH3:4])[CH2:13][CH2:12]1. (2) Given the reactants [CH:1]([O:3][CH2:4]C)=C.C12(CS(O)(=O)=O)C(C)(C)C(CC1)CC2=O.C(N(CC)CC)C.[C:28]([O:31][CH2:32][CH3:33])(=[O:30])[CH3:29], predict the reaction product. The product is: [CH3:33][CH:32]([O:31][C:28]([CH3:29])=[O:30])[CH2:1][O:3][CH3:4].